From a dataset of Reaction yield outcomes from USPTO patents with 853,638 reactions. Predict the reaction yield, written as a fraction of the theoretical maximum amount of product (1.0 means a 100% yield; for example, 0.34 means a 34% yield). (1) The reactants are O=[C:2]([CH3:15])[CH:3]([NH:8][C:9](=[O:14])[C:10]([CH3:13])([CH3:12])[CH3:11])[C:4]([O:6][CH3:7])=[O:5].C([O-])(O)=O.[Na+]. The catalyst is P(Cl)(Cl)(Cl)=O. The product is [C:10]([C:9]1[O:14][C:2]([CH3:15])=[C:3]([C:4]([O:6][CH3:7])=[O:5])[N:8]=1)([CH3:13])([CH3:12])[CH3:11]. The yield is 0.220. (2) The reactants are CS(O[CH2:6][CH:7]1[CH2:15][CH:14]([CH2:16]OS(C)(=O)=O)[CH2:13][C:8]21[O:12][CH2:11][CH2:10][O:9]2)(=O)=O.[NH3:22]. No catalyst specified. The product is [CH2:11]1[O:12][C:8]2([CH2:13][CH:14]3[CH2:15][CH:7]2[CH2:6][NH:22][CH2:16]3)[O:9][CH2:10]1. The yield is 1.00. (3) The reactants are [Br:1][C:2]1[C:10]2[C:5]([NH:6][CH:7]=[N:8][C:9]=2[Cl:11])=[N:4][CH:3]=1.[O:12]1[CH2:15][CH:14](O)[CH2:13]1.C1(P(C2C=CC=CC=2)C2C=CC=CC=2)C=CC=CC=1.CCOC(/N=N/C(OCC)=O)=O. The catalyst is O1CCOCC1. The product is [Br:1][C:2]1[C:10]2[C:9]([Cl:11])=[N:8][CH:7]=[N:6][C:5]=2[N:4]([CH:14]2[CH2:15][O:12][CH2:13]2)[CH:3]=1. The yield is 0.422. (4) The catalyst is C(Cl)Cl.C(O)(C(F)(F)F)=O. The yield is 0.740. The reactants are [I:1][C:2]1[CH:3]=[C:4]([NH:8][C:9](=[O:56])[CH2:10][N:11]2[CH:15]=[CH:14][N:13]=[C:12]2[CH2:16][N:17]([CH2:30][C:31]2[N:32]([CH2:36][C:37]([N:39]([CH2:48][C:49]([O:51]C(C)(C)C)=[O:50])[CH2:40][C:41]([O:43]C(C)(C)C)=[O:42])=[O:38])[CH:33]=[CH:34][N:35]=2)[CH2:18][CH2:19][C:20]2[CH:25]=[CH:24][C:23]([S:26](=[O:29])(=[O:28])[NH2:27])=[CH:22][CH:21]=2)[CH:5]=[CH:6][CH:7]=1. The product is [I:1][C:2]1[CH:3]=[C:4]([NH:8][C:9](=[O:56])[CH2:10][N:11]2[CH:15]=[CH:14][N:13]=[C:12]2[CH2:16][N:17]([CH2:30][C:31]2[N:32]([CH2:36][C:37]([N:39]([CH2:48][C:49]([OH:51])=[O:50])[CH2:40][C:41]([OH:43])=[O:42])=[O:38])[CH:33]=[CH:34][N:35]=2)[CH2:18][CH2:19][C:20]2[CH:21]=[CH:22][C:23]([S:26](=[O:28])(=[O:29])[NH2:27])=[CH:24][CH:25]=2)[CH:5]=[CH:6][CH:7]=1. (5) The reactants are C([O:3][C:4](=[O:33])[CH2:5][N:6]1[C:14]2[CH2:13][CH2:12][CH2:11][C@@H:10]([NH:15][S:16]([C:19]3[CH:24]=[CH:23][C:22]([O:25][C:26]4[CH:31]=[CH:30][CH:29]=[CH:28][C:27]=4[Cl:32])=[CH:21][CH:20]=3)(=[O:18])=[O:17])[C:9]=2[CH:8]=[N:7]1)C.[OH-].[Na+]. The catalyst is O1CCCC1. The product is [Cl:32][C:27]1[CH:28]=[CH:29][CH:30]=[CH:31][C:26]=1[O:25][C:22]1[CH:23]=[CH:24][C:19]([S:16]([NH:15][C@@H:10]2[CH2:11][CH2:12][CH2:13][C:14]3[N:6]([CH2:5][C:4]([OH:33])=[O:3])[N:7]=[CH:8][C:9]2=3)(=[O:17])=[O:18])=[CH:20][CH:21]=1. The yield is 0.790. (6) The reactants are C1C=CC2N(O)N=NC=2C=1.[CH:11]1([NH:14][C:15](=[O:50])[NH:16][C:17]2[CH:48]=[CH:47][C:20]([O:21][C:22]3[CH:27]=[CH:26][N:25]=[C:24]4[CH:28]=[C:29]([C:31]5[N:36]=[CH:35][C:34]([CH2:37][N:38]6[CH2:43][CH2:42][CH2:41][CH:40]([C:44]([OH:46])=O)[CH2:39]6)=[CH:33][CH:32]=5)[S:30][C:23]=34)=[C:19]([F:49])[CH:18]=2)[CH2:13][CH2:12]1.[CH3:51][N:52]([CH3:57])[CH2:53][CH2:54][NH:55][CH3:56].Cl.C(N(CC)CC)C. The catalyst is CN(C=O)C.C(Cl)CCl. The product is [CH:11]1([NH:14][C:15](=[O:50])[NH:16][C:17]2[CH:48]=[CH:47][C:20]([O:21][C:22]3[CH:27]=[CH:26][N:25]=[C:24]4[CH:28]=[C:29]([C:31]5[N:36]=[CH:35][C:34]([CH2:37][N:38]6[CH2:43][CH2:42][CH2:41][CH:40]([C:44]([N:55]([CH2:54][CH2:53][N:52]([CH3:57])[CH3:51])[CH3:56])=[O:46])[CH2:39]6)=[CH:33][CH:32]=5)[S:30][C:23]=34)=[C:19]([F:49])[CH:18]=2)[CH2:12][CH2:13]1. The yield is 0.290. (7) The reactants are C([O:3][C:4](=[O:34])[C:5]1[CH:10]=[C:9]([N:11]2[C:15]([CH3:16])=[CH:14][CH:13]=[C:12]2[C:17]2[CH:22]=[C:21]([Cl:23])[CH:20]=[CH:19][C:18]=2[O:24][CH2:25][C:26]2[CH:31]=[CH:30][C:29]([O:32][CH3:33])=[CH:28][CH:27]=2)[CH:8]=[N:7][CH:6]=1)C.C(O)C. The catalyst is C(OCC)(=O)C. The product is [Cl:23][C:21]1[CH:20]=[CH:19][C:18]([O:24][CH2:25][C:26]2[CH:27]=[CH:28][C:29]([O:32][CH3:33])=[CH:30][CH:31]=2)=[C:17]([C:12]2[N:11]([C:9]3[CH:8]=[N:7][CH:6]=[C:5]([CH:10]=3)[C:4]([OH:34])=[O:3])[C:15]([CH3:16])=[CH:14][CH:13]=2)[CH:22]=1. The yield is 0.890. (8) The reactants are Br[C:2]1[C:3]([C:8]#[N:9])=[N:4][CH:5]=[CH:6][CH:7]=1.[Br:10][C:11]1[CH:12]=[C:13]([CH:17]=[CH:18][CH:19]=1)[C:14](Cl)=[O:15]. The catalyst is C1COCC1.[Zn]. The product is [Br:10][C:11]1[CH:12]=[C:13]([CH:17]=[CH:18][CH:19]=1)[C:14]([C:2]1[C:3]([C:8]#[N:9])=[N:4][CH:5]=[CH:6][CH:7]=1)=[O:15]. The yield is 0.630. (9) The reactants are Cl.[O:2]=[C:3]1[NH:12][C:11]2[N:10]=[CH:9][C:8](/[CH:13]=[CH:14]/[C:15]([OH:17])=O)=[CH:7][C:6]=2[CH2:5][CH2:4]1.Cl.[S:19]1[CH:23]=[CH:22][CH:21]=[C:20]1[CH2:24][O:25][CH:26]1[CH2:29][NH:28][CH2:27]1.CCN(C(C)C)C(C)C.CCN=C=NCCCN(C)C. The catalyst is CN(C=O)C. The product is [O:17]=[C:15]([N:28]1[CH2:29][CH:26]([O:25][CH2:24][C:20]2[S:19][CH:23]=[CH:22][CH:21]=2)[CH2:27]1)/[CH:14]=[CH:13]/[C:8]1[CH:7]=[C:6]2[C:11](=[N:10][CH:9]=1)[NH:12][C:3](=[O:2])[CH2:4][CH2:5]2. The yield is 0.180. (10) The reactants are F[C:2]1[CH:7]=[CH:6][CH:5]=[CH:4][C:3]=1[N+:8]([O-:10])=[O:9].[CH3:11][N:12]1[CH2:17][CH2:16][N:15]([CH2:18][CH2:19][CH2:20][NH2:21])[CH2:14][CH2:13]1.C(N(C(C)C)CC)(C)C. The catalyst is O1CCOCC1. The product is [CH3:11][N:12]1[CH2:17][CH2:16][N:15]([CH2:18][CH2:19][CH2:20][NH:21][C:6]2[CH:5]=[CH:4][C:3]([N+:8]([O-:10])=[O:9])=[CH:2][CH:7]=2)[CH2:14][CH2:13]1. The yield is 0.740.